This data is from NCI-60 drug combinations with 297,098 pairs across 59 cell lines. The task is: Regression. Given two drug SMILES strings and cell line genomic features, predict the synergy score measuring deviation from expected non-interaction effect. (1) Drug 1: CC(C)(C#N)C1=CC(=CC(=C1)CN2C=NC=N2)C(C)(C)C#N. Drug 2: CN(CC1=CN=C2C(=N1)C(=NC(=N2)N)N)C3=CC=C(C=C3)C(=O)NC(CCC(=O)O)C(=O)O. Cell line: NCI-H226. Synergy scores: CSS=16.0, Synergy_ZIP=-4.16, Synergy_Bliss=0.0327, Synergy_Loewe=-7.50, Synergy_HSA=0.151. (2) Drug 1: CCC1=CC2CC(C3=C(CN(C2)C1)C4=CC=CC=C4N3)(C5=C(C=C6C(=C5)C78CCN9C7C(C=CC9)(C(C(C8N6C)(C(=O)OC)O)OC(=O)C)CC)OC)C(=O)OC.C(C(C(=O)O)O)(C(=O)O)O. Drug 2: CC(C)(C#N)C1=CC(=CC(=C1)CN2C=NC=N2)C(C)(C)C#N. Cell line: NCIH23. Synergy scores: CSS=19.8, Synergy_ZIP=-0.981, Synergy_Bliss=-3.26, Synergy_Loewe=-17.5, Synergy_HSA=-1.25.